This data is from Forward reaction prediction with 1.9M reactions from USPTO patents (1976-2016). The task is: Predict the product of the given reaction. Given the reactants Cl[C:2]1[CH:27]=[CH:26][C:5]([C:6]([NH:8]C2C=CC(Cl)=C(NC(=O)C3C=CC=C(F)C=3)C=2)=[O:7])=[CH:4][N:3]=1.CC1CNCC(C)N1, predict the reaction product. The product is: [C:6]([NH2:8])(=[O:7])[C:5]1[CH:26]=[CH:27][CH:2]=[N:3][CH:4]=1.